Dataset: Full USPTO retrosynthesis dataset with 1.9M reactions from patents (1976-2016). Task: Predict the reactants needed to synthesize the given product. (1) Given the product [CH2:15]([O:13][C:4]1[CH:5]=[C:6]([CH:11]=[CH:12][C:3]=1[CH:1]=[O:2])[C:7]([O:9][CH3:10])=[O:8])[C:16]1[CH:21]=[CH:20][CH:19]=[CH:18][CH:17]=1, predict the reactants needed to synthesize it. The reactants are: [CH:1]([C:3]1[CH:12]=[CH:11][C:6]([C:7]([O:9][CH3:10])=[O:8])=[CH:5][C:4]=1[OH:13])=[O:2].Br[CH2:15][C:16]1[CH:21]=[CH:20][CH:19]=[CH:18][CH:17]=1.C([O-])([O-])=O.[K+].[K+]. (2) Given the product [CH3:22][C:3]1[C:2]([NH:29][CH2:28][C:25]2([CH3:24])[CH2:27][CH2:26]2)=[N:11][C:10]2[C:5](=[CH:6][CH:7]=[CH:8][C:9]=2[C:12]2[NH:20][C:19]3[CH2:18][CH2:17][NH:16][C:15](=[O:21])[C:14]=3[CH:13]=2)[N:4]=1, predict the reactants needed to synthesize it. The reactants are: F[C:2]1[C:3]([CH3:22])=[N:4][C:5]2[C:10]([N:11]=1)=[C:9]([C:12]1[NH:20][C:19]3[CH2:18][CH2:17][NH:16][C:15](=[O:21])[C:14]=3[CH:13]=1)[CH:8]=[CH:7][CH:6]=2.Cl.[CH3:24][C:25]1([CH2:28][NH2:29])[CH2:27][CH2:26]1.CCN(C(C)C)C(C)C.C(O)(C(F)(F)F)=O.C([O-])(O)=O.[Na+]. (3) Given the product [F:42][C:33]1[CH:32]=[C:31]([F:43])[C:30]([CH:27]2[CH2:26][CH2:25][N:24]([CH2:23][CH2:22][CH2:21][NH:20][C:3](=[O:4])[C:2]([OH:1])([C:13]3[CH:18]=[CH:17][C:16]([CH3:19])=[CH:15][CH:14]=3)[C:6]3[CH:11]=[CH:10][C:9]([CH3:12])=[CH:8][CH:7]=3)[CH2:29][CH2:28]2)=[CH:35][C:34]=1[NH:36][C:37](=[O:41])[CH:38]([CH3:39])[CH3:40], predict the reactants needed to synthesize it. The reactants are: [OH:1][C:2]([C:13]1[CH:18]=[CH:17][C:16]([CH3:19])=[CH:15][CH:14]=1)([C:6]1[CH:11]=[CH:10][C:9]([CH3:12])=[CH:8][CH:7]=1)[C:3](O)=[O:4].[NH2:20][CH2:21][CH2:22][CH2:23][N:24]1[CH2:29][CH2:28][CH:27]([C:30]2[C:31]([F:43])=[CH:32][C:33]([F:42])=[C:34]([NH:36][C:37](=[O:41])[CH:38]([CH3:40])[CH3:39])[CH:35]=2)[CH2:26][CH2:25]1. (4) Given the product [Cl:1][C:2]1[CH:3]=[CH:4][C:5]([O:16][CH2:17][C:18]2[CH:19]=[CH:20][CH:21]=[CH:22][CH:23]=2)=[C:6]([CH2:8][C:9]2[S:10][CH:11]=[C:12]([C:14]3[NH:26][N:25]=[N:24][N:15]=3)[N:13]=2)[CH:7]=1, predict the reactants needed to synthesize it. The reactants are: [Cl:1][C:2]1[CH:3]=[CH:4][C:5]([O:16][CH2:17][C:18]2[CH:23]=[CH:22][CH:21]=[CH:20][CH:19]=2)=[C:6]([CH2:8][C:9]2[S:10][CH:11]=[C:12]([C:14]#[N:15])[N:13]=2)[CH:7]=1.[N-:24]=[N+:25]=[N-:26].[Na+].[Cl-].[NH4+]. (5) Given the product [O:20]1[C:19]2([CH2:24][CH2:25][CH:16]([CH:14]=[O:13])[CH2:17][CH2:18]2)[O:23][CH2:22][CH2:21]1, predict the reactants needed to synthesize it. The reactants are: [H-].C([Al+]CC(C)C)C(C)C.C([O:13][C:14]([CH:16]1[CH2:25][CH2:24][C:19]2([O:23][CH2:22][CH2:21][O:20]2)[CH2:18][CH2:17]1)=O)C. (6) The reactants are: [N:1]([CH2:4][C@@H:5]([C:14]1[CH:23]=[CH:22][C:21]([O:24][CH2:25][C:26]2[CH:31]=[CH:30][CH:29]=[CH:28][CH:27]=2)=[C:20]2[C:15]=1C=C[C:18](=[O:32])[NH:19]2)[O:6][Si](C(C)(C)C)(C)C)=[N+:2]=[N-:3].C(OC1C=CC([C@@H](O)CBr)=CC=1NC=O)C1C=CC=CC=1. Given the product [N:1]([CH2:4][C@@H:5]([C:14]1[CH:23]=[CH:22][C:21]([O:24][CH2:25][C:26]2[CH:31]=[CH:30][CH:29]=[CH:28][CH:27]=2)=[C:20]([NH:19][CH:18]=[O:32])[CH:15]=1)[OH:6])=[N+:2]=[N-:3], predict the reactants needed to synthesize it.